Dataset: Peptide-MHC class I binding affinity with 185,985 pairs from IEDB/IMGT. Task: Regression. Given a peptide amino acid sequence and an MHC pseudo amino acid sequence, predict their binding affinity value. This is MHC class I binding data. (1) The peptide sequence is GLEWNDNTV. The MHC is HLA-A02:06 with pseudo-sequence HLA-A02:06. The binding affinity (normalized) is 0.243. (2) The peptide sequence is AASCGGAVF. The MHC is HLA-A29:02 with pseudo-sequence HLA-A29:02. The binding affinity (normalized) is 0.